Predict which catalyst facilitates the given reaction. From a dataset of Catalyst prediction with 721,799 reactions and 888 catalyst types from USPTO. (1) Reactant: [OH:1][C:2]([C:4]([F:7])([F:6])[F:5])=[O:3].[C:8]([C:12]1[N:13](O)[C:14]2[C:23]3[CH:22]=[N:21][N:20]=[C:19]([O:24][CH3:25])[C:18]=3[C:17]3[CH:26]=[C:27]([F:30])[CH:28]=[CH:29][C:16]=3[C:15]=2[N:31]=1)([CH3:11])([CH3:10])[CH3:9].C(P(CC)CC)C. Product: [OH:3][C:2]([C:4]([F:7])([F:6])[F:5])=[O:1].[C:8]([C:12]1[NH:13][C:14]2[C:23]3[CH:22]=[N:21][N:20]=[C:19]([O:24][CH3:25])[C:18]=3[C:17]3[C:16](=[CH:29][CH:28]=[C:27]([F:30])[CH:26]=3)[C:15]=2[N:31]=1)([CH3:11])([CH3:9])[CH3:10]. The catalyst class is: 80. (2) Reactant: [Cl:1][C:2]1[CH:3]=[CH:4][C:5]([CH2:8][O:9][C:10]2[CH:15]=[CH:14][N:13]([C:16]3[CH:17]=[N:18][C:19]([N:22]4[CH2:26][CH:25]([CH3:27])[CH:24]([N:28](C(OC(C)(C)C)=O)[CH3:29])[CH2:23]4)=[CH:20][CH:21]=3)[C:12](=[O:37])[CH:11]=2)=[N:6][CH:7]=1. Product: [Cl:1][C:2]1[CH:3]=[CH:4][C:5]([CH2:8][O:9][C:10]2[CH:15]=[CH:14][N:13]([C:16]3[CH:17]=[N:18][C:19]([N:22]4[CH2:26][CH:25]([CH3:27])[CH:24]([NH:28][CH3:29])[CH2:23]4)=[CH:20][CH:21]=3)[C:12](=[O:37])[CH:11]=2)=[N:6][CH:7]=1. The catalyst class is: 137. (3) The catalyst class is: 2. Product: [CH3:18][N:19]([C:20]1[CH:21]=[N:22][CH:23]=[CH:24][C:25]=1[C:26]1[CH:31]=[CH:30][CH:29]=[CH:28][C:27]=1[CH3:32])[C:6](=[O:7])[C:5]1[CH:4]=[C:3]([C:2]([F:17])([F:16])[F:1])[CH:11]=[C:10]([C:12]([F:15])([F:14])[F:13])[CH:9]=1. Reactant: [F:1][C:2]([F:17])([F:16])[C:3]1[CH:4]=[C:5]([CH:9]=[C:10]([C:12]([F:15])([F:14])[F:13])[CH:11]=1)[C:6](Cl)=[O:7].[CH3:18][NH:19][C:20]1[CH:21]=[N:22][CH:23]=[CH:24][C:25]=1[C:26]1[CH:31]=[CH:30][CH:29]=[CH:28][C:27]=1[CH3:32].CCN(C(C)C)C(C)C.